The task is: Predict the product of the given reaction.. This data is from Forward reaction prediction with 1.9M reactions from USPTO patents (1976-2016). (1) Given the reactants Br[C:2]1[CH:7]=[CH:6][C:5]([N+:8]([O-:10])=[O:9])=[CH:4][N:3]=1.[F:11][C:12]1[CH:18]=[CH:17][C:15]([NH2:16])=[CH:14][CH:13]=1.C1(P(C2C=CC=CC=2)CCCP(C2C=CC=CC=2)C2C=CC=CC=2)C=CC=CC=1.CC(C)([O-])C.[Na+], predict the reaction product. The product is: [F:11][C:12]1[CH:18]=[CH:17][C:15]([NH:16][C:2]2[CH:7]=[CH:6][C:5]([N+:8]([O-:10])=[O:9])=[CH:4][N:3]=2)=[CH:14][CH:13]=1. (2) Given the reactants [Br:1][C:2]1[CH:10]=[C:9]([CH3:11])[CH:8]=[CH:7][C:3]=1[C:4]([OH:6])=O.[CH2:12]([O:14][C:15]([C:17]1([NH2:26])[CH2:25][C:24]2[C:19](=[CH:20][CH:21]=[CH:22][CH:23]=2)[CH2:18]1)=[O:16])[CH3:13].CN(C(ON1N=NC2C=CC=NC1=2)=[N+](C)C)C.F[P-](F)(F)(F)(F)F.CCN(C(C)C)C(C)C, predict the reaction product. The product is: [CH2:12]([O:14][C:15]([C:17]1([NH:26][C:4](=[O:6])[C:3]2[CH:7]=[CH:8][C:9]([CH3:11])=[CH:10][C:2]=2[Br:1])[CH2:25][C:24]2[C:19](=[CH:20][CH:21]=[CH:22][CH:23]=2)[CH2:18]1)=[O:16])[CH3:13]. (3) Given the reactants [NH2:1][C@@H:2]([C:45]([CH3:48])([CH3:47])[CH3:46])[C:3]([N:5]([C@H:7](/[CH:11]=[C:12](\[CH3:44])/[C:13]([N:15]1[CH2:19][CH2:18][CH2:17][C@H:16]1[C@H:20]([O:42][CH3:43])[C@@H:21]([CH3:41])[C:22](=[O:40])[NH:23][S:24]([C:27]1[CH:32]=[CH:31][C:30]([NH:33][C:34](=[O:39])[C:35]([F:38])([F:37])[F:36])=[CH:29][CH:28]=1)(=[O:26])=[O:25])=[O:14])[CH:8]([CH3:10])[CH3:9])[CH3:6])=[O:4].[CH3:49][N:50]([CH3:58])[C@H:51]([C:55](O)=[O:56])[CH:52]([CH3:54])[CH3:53], predict the reaction product. The product is: [CH3:49][N:50]([CH3:58])[C@@H:51]([CH:52]([CH3:54])[CH3:53])[C:55]([NH:1][C@@H:2]([C:45]([CH3:48])([CH3:47])[CH3:46])[C:3]([N:5]([C@H:7](/[CH:11]=[C:12](\[CH3:44])/[C:13]([N:15]1[CH2:19][CH2:18][CH2:17][C@H:16]1[C@H:20]([O:42][CH3:43])[C@@H:21]([CH3:41])[C:22](=[O:40])[NH:23][S:24]([C:27]1[CH:32]=[CH:31][C:30]([NH:33][C:34](=[O:39])[C:35]([F:38])([F:37])[F:36])=[CH:29][CH:28]=1)(=[O:26])=[O:25])=[O:14])[CH:8]([CH3:9])[CH3:10])[CH3:6])=[O:4])=[O:56]. (4) Given the reactants [F:1][C:2]1[CH:3]=[N:4][C:5]([N:8]2[CH2:16][C@@H:15]3[C@@:10]([C:18]4[S:19][CH:20]=[CH:21][CH:22]=4)([N:11]=[C:12]([NH2:17])[S:13][CH2:14]3)[CH2:9]2)=[N:6][CH:7]=1.COC(C)(C)C.[ClH:29], predict the reaction product. The product is: [ClH:29].[F:1][C:2]1[CH:7]=[N:6][C:5]([N:8]2[CH2:16][C@@H:15]3[C@@:10]([C:18]4[S:19][CH:20]=[CH:21][CH:22]=4)([N:11]=[C:12]([NH2:17])[S:13][CH2:14]3)[CH2:9]2)=[N:4][CH:3]=1. (5) Given the reactants [CH:1]1[C:6]([C:7]2[O:17][C:16]3[CH:15]=[C:14]([OH:18])[CH:13]=[C:12]([OH:19])[C:11]=3[C:9](=[O:10])[C:8]=2[OH:20])=[CH:5][C:4]([OH:21])=[C:3]([OH:22])[CH:2]=1.[CH3:23][C@@H:24]1[O:29][C@@H:28]([O:30][CH2:31][C@H:32]2[O:37][C@@H:36]([O:38][C:39]3[C:48](=[O:49])[C:47]4[C:46]([OH:50])=[CH:45][C:44]([OH:51])=[CH:43][C:42]=4[O:41][C:40]=3[C:52]3[CH:53]=[CH:54][C:55]([OH:59])=[C:56]([OH:58])[CH:57]=3)[C@H:35]([OH:60])[C@@H:34]([OH:61])[C@@H:33]2[OH:62])[C@H:27]([OH:63])[C@H:26]([OH:64])[C@H:25]1[OH:65].C(O)(=[O:75])C=CC1C=CC=CC=1.C1C=CC(O)=C(/C=C/C(O)=O)C=1.C(O)(=O)C1C=C(O)C(O)=C(O)C=1.C1C=CC(N(NC2C([N+]([O-])=O)=CC([N+]([O-])=O)=CC=2[N+]([O-])=O)C2C=CC=CC=2)=CC=1, predict the reaction product. The product is: [CH:53]1[C:52]([C:40]2[O:41][C:42]3[C:47](=[C:46]([OH:50])[CH:45]=[C:44]([OH:51])[CH:43]=3)[C:48](=[O:49])[C:39]=2[O:38][C@@H:36]2[O:37][C@H:32]([CH2:31][OH:30])[C@@H:33]([OH:62])[C@H:34]([OH:61])[C@H:35]2[OH:60])=[CH:57][C:56]([OH:58])=[C:55]([OH:59])[CH:54]=1.[CH3:23][C@H:24]1[O:29][C@@H:28]([O:20][C:8]2[C:9](=[O:10])[C:11]3[C:12]([OH:19])=[CH:13][C:14]([OH:18])=[CH:15][C:16]=3[O:17][C:7]=2[C:6]2[CH:1]=[C:2]([OH:75])[C:3]([OH:22])=[C:4]([OH:21])[CH:5]=2)[C@@H:27]([OH:63])[C@@H:26]([OH:64])[C@@H:25]1[OH:65].